From a dataset of Full USPTO retrosynthesis dataset with 1.9M reactions from patents (1976-2016). Predict the reactants needed to synthesize the given product. (1) Given the product [C:26]([NH:1][C:2]1[S:3][C:4]2[CH:10]=[C:9]([S:11][S:12]([C:15]3[CH:20]=[CH:19][C:18]([CH3:21])=[CH:17][CH:16]=3)(=[O:14])=[O:13])[C:8]([C:22]([CH3:25])([CH3:24])[CH3:23])=[CH:7][C:5]=2[N:6]=1)(=[O:28])[CH3:27], predict the reactants needed to synthesize it. The reactants are: [NH2:1][C:2]1[S:3][C:4]2[CH:10]=[C:9]([S:11][S:12]([C:15]3[CH:20]=[CH:19][C:18]([CH3:21])=[CH:17][CH:16]=3)(=[O:14])=[O:13])[C:8]([C:22]([CH3:25])([CH3:24])[CH3:23])=[CH:7][C:5]=2[N:6]=1.[C:26](Cl)(=[O:28])[CH3:27].N1C=CC=CC=1. (2) Given the product [NH:1]1[C:5]2[CH:6]=[CH:7][C:8]([NH:10][C:11]([N:33]3[CH2:34][CH2:35][N:30]([C:28]4[S:27][N:26]=[C:25]([C:19]5[CH:24]=[CH:23][CH:22]=[CH:21][CH:20]=5)[N:29]=4)[CH2:31][CH2:32]3)=[O:18])=[CH:9][C:4]=2[N:3]=[CH:2]1, predict the reactants needed to synthesize it. The reactants are: [NH:1]1[C:5]2[CH:6]=[CH:7][C:8]([NH:10][C:11](=[O:18])OCC(Cl)(Cl)Cl)=[CH:9][C:4]=2[N:3]=[CH:2]1.[C:19]1([C:25]2[N:29]=[C:28]([N:30]3[CH2:35][CH2:34][NH:33][CH2:32][CH2:31]3)[S:27][N:26]=2)[CH:24]=[CH:23][CH:22]=[CH:21][CH:20]=1.C(N(C(C)C)CC)(C)C.O. (3) The reactants are: [F:1][C:2]1[CH:10]=[CH:9][C:8]2[NH:7][C:6]3[CH:11]([CH2:14][C:15]([OH:17])=[O:16])[CH2:12][CH2:13][C:5]=3[C:4]=2[CH:3]=1.[Br-:18].[Br-].[Br-].[NH+]1C=CC=CC=1.[NH+]1C=CC=CC=1.[NH+]1C=CC=CC=1. Given the product [Br:18][C:9]1[C:8]2[NH:7][C:6]3[CH:11]([CH2:14][C:15]([OH:17])=[O:16])[CH2:12][CH2:13][C:5]=3[C:4]=2[CH:3]=[C:2]([F:1])[CH:10]=1, predict the reactants needed to synthesize it. (4) The reactants are: [OH:1][B:2]1[C:6]2[CH:7]=[C:8]([OH:12])[CH:9]=[C:10]([CH3:11])[C:5]=2[CH:4]([CH2:13][C:14]([O:16][CH2:17][CH3:18])=[O:15])[O:3]1.Br[C:20]1[S:24][C:23]([C:25]#[N:26])=[N:22][N:21]=1.C(=O)([O-])[O-].[K+].[K+]. Given the product [C:25]([C:23]1[S:24][C:20]([O:12][C:8]2[CH:9]=[C:10]([CH3:11])[C:5]3[CH:4]([CH2:13][C:14]([O:16][CH2:17][CH3:18])=[O:15])[O:3][B:2]([OH:1])[C:6]=3[CH:7]=2)=[N:21][N:22]=1)#[N:26], predict the reactants needed to synthesize it.